This data is from Reaction yield outcomes from USPTO patents with 853,638 reactions. The task is: Predict the reaction yield, written as a fraction of the theoretical maximum amount of product (1.0 means a 100% yield; for example, 0.34 means a 34% yield). (1) The reactants are [NH2:1][CH2:2][C:3]1[CH:33]=[CH:32][C:6]([CH2:7][N:8]2[CH2:13][CH2:12][CH:11]([N:14]3[C@H:18]([C:19]4[CH:24]=[CH:23][CH:22]=[CH:21][CH:20]=4)[CH2:17][N:16]([CH:25]4[CH2:30][CH2:29][O:28][CH2:27][CH2:26]4)[C:15]3=[O:31])[CH2:10][CH2:9]2)=[CH:5][CH:4]=1.[C:34]1([N:40]=[C:41]=[O:42])[CH:39]=[CH:38][CH:37]=[CH:36][CH:35]=1. The catalyst is C(O)(C)C. The product is [O:31]=[C:15]1[N:16]([CH:25]2[CH2:26][CH2:27][O:28][CH2:29][CH2:30]2)[CH2:17][C@@H:18]([C:19]2[CH:24]=[CH:23][CH:22]=[CH:21][CH:20]=2)[N:14]1[CH:11]1[CH2:10][CH2:9][N:8]([CH2:7][C:6]2[CH:32]=[CH:33][C:3]([CH2:2][NH:1][C:41]([NH:40][C:34]3[CH:39]=[CH:38][CH:37]=[CH:36][CH:35]=3)=[O:42])=[CH:4][CH:5]=2)[CH2:13][CH2:12]1. The yield is 0.660. (2) The reactants are [CH3:1][O:2][C:3](=[O:12])[CH:4]([OH:11])[C:5]1[S:6][C:7]([CH3:10])=[CH:8][CH:9]=1.C(N(C(C)C)C(C)C)C.[CH3:22][S:23](Cl)(=[O:25])=[O:24]. The catalyst is C(Cl)Cl. The product is [CH3:1][O:2][C:3](=[O:12])[CH:4]([O:11][S:23]([CH3:22])(=[O:25])=[O:24])[C:5]1[S:6][C:7]([CH3:10])=[CH:8][CH:9]=1. The yield is 0.800. (3) The reactants are Cl.CNC.CCC(=O)CC.[C-]#N.[K+].[CH3:14][N:15]([CH3:23])[C:16]1([C:21]#[N:22])[CH2:20][CH2:19][CH2:18][CH2:17]1. The catalyst is O. The product is [CH3:14][N:15]([CH3:23])[C:16]([CH2:20][CH3:19])([CH2:17][CH3:18])[C:21]#[N:22]. The yield is 0.575. (4) The reactants are [CH2:1]([O:3][C:4](=[O:18])[CH2:5][C:6](=O)[CH2:7][C:8]1[CH:13]=[C:12]([F:14])[C:11]([F:15])=[CH:10][C:9]=1[F:16])[CH3:2].C([O-])(=O)C.[NH4+:23].CCCCCC. The yield is 0.800. The product is [CH2:1]([O:3][C:4](=[O:18])[CH:5]=[C:6]([NH2:23])[CH2:7][C:8]1[CH:13]=[C:12]([F:14])[C:11]([F:15])=[CH:10][C:9]=1[F:16])[CH3:2]. The catalyst is CO.C(OCC)(=O)C. (5) The reactants are [CH3:1][N:2]([S:20]([C:23]1[S:24][CH:25]=[CH:26][CH:27]=1)(=[O:22])=[O:21])[C:3]1[CH:4]=[C:5]([O:15][C:16]([F:19])([F:18])[F:17])[CH:6]=[C:7]2[C:11]=1[NH:10][C:9]([C:12](O)=[O:13])=[CH:8]2.[CH2:28]([S:35][CH:36]([CH:39]([O:42][CH3:43])[O:40][CH3:41])[CH2:37][NH2:38])[C:29]1[CH:34]=[CH:33][CH:32]=[CH:31][CH:30]=1.C(N(C(C)C)CC)(C)C.F[P-](F)(F)(F)(F)F.N1(OC(N(C)C)=[N+](C)C)C2N=CC=CC=2N=N1. The catalyst is O.CN(C)C=O. The product is [CH2:28]([S:35][CH:36]([CH:39]([O:40][CH3:41])[O:42][CH3:43])[CH2:37][NH:38][C:12]([C:9]1[NH:10][C:11]2[C:7]([CH:8]=1)=[CH:6][C:5]([O:15][C:16]([F:17])([F:19])[F:18])=[CH:4][C:3]=2[N:2]([CH3:1])[S:20]([C:23]1[S:24][CH:25]=[CH:26][CH:27]=1)(=[O:21])=[O:22])=[O:13])[C:29]1[CH:34]=[CH:33][CH:32]=[CH:31][CH:30]=1. The yield is 0.670. (6) The reactants are [CH2:1]([NH:3][C:4]1[C:9]([CH2:10][C:11]2[CH:16]=[C:15]([O:17][CH3:18])[C:14]([O:19][CH3:20])=[CH:13][C:12]=2[CH:21]([CH3:23])[CH3:22])=[CH:8][N:7]=[C:6](S(C)(=O)=O)[N:5]=1)[CH3:2].[NH4+:28].[OH-]. The yield is 0.470. The catalyst is C(COC)OC. The product is [CH2:1]([NH:3][C:4]1[C:9]([CH2:10][C:11]2[CH:16]=[C:15]([O:17][CH3:18])[C:14]([O:19][CH3:20])=[CH:13][C:12]=2[CH:21]([CH3:23])[CH3:22])=[CH:8][N:7]=[C:6]([NH2:28])[N:5]=1)[CH3:2]. (7) The reactants are C[O:2][C:3]([C:5]1[CH:10]=[CH:9][CH:8]=[C:7]([N+:11]([O-])=O)[C:6]=1[CH:14](C(OC)=O)[C:15]([O:17]C)=O)=[O:4]. The catalyst is Cl. The product is [C:3]([C:5]1[CH:10]=[CH:9][CH:8]=[C:7]2[C:6]=1[CH2:14][C:15](=[O:17])[NH:11]2)([OH:2])=[O:4]. The yield is 0.370. (8) The reactants are N1CCCC([C:7]2[O:8][C:9]3[C:15]([C:16]([NH2:18])=[O:17])=[CH:14][CH:13]=[CH:12][C:10]=3[N:11]=2)C1.Cl.C(N=C=NCCCN(C)C)C.ON1C2C=CC=CC=2N=N1.C(N(CC)CC)C.CN(C)CC(O)=O. The catalyst is C.[Cl-].[Cl-]. The product is [O:8]1[C:9]2[C:15]([C:16]([NH2:18])=[O:17])=[CH:14][CH:13]=[CH:12][C:10]=2[N:11]=[CH:7]1. The yield is 0.0700.